This data is from Catalyst prediction with 721,799 reactions and 888 catalyst types from USPTO. The task is: Predict which catalyst facilitates the given reaction. (1) The catalyst class is: 511. Reactant: Cl[C:2]1[N:10]=[CH:9][N:8]=[C:7]2[C:3]=1[N:4]=[C:5]([C:18]1[CH:23]=[CH:22][C:21]([Cl:24])=[CH:20][C:19]=1[Cl:25])[N:6]2[C:11]1[CH:16]=[CH:15][C:14]([Cl:17])=[CH:13][CH:12]=1.[CH:26]([NH:29][C:30]1([C:36]([NH2:38])=[O:37])[CH2:35][CH2:34][NH:33][CH2:32][CH2:31]1)([CH3:28])[CH3:27].C(N(CC)CC)C.CO.C(Cl)Cl. Product: [Cl:17][C:14]1[CH:13]=[CH:12][C:11]([N:6]2[C:5]([C:18]3[CH:23]=[CH:22][C:21]([Cl:24])=[CH:20][C:19]=3[Cl:25])=[N:4][C:3]3[C:7]2=[N:8][CH:9]=[N:10][C:2]=3[N:33]2[CH2:32][CH2:31][C:30]([NH:29][CH:26]([CH3:28])[CH3:27])([C:36]([NH2:38])=[O:37])[CH2:35][CH2:34]2)=[CH:16][CH:15]=1. (2) Reactant: [CH3:1][C:2]1[S:6][C:5]([C:7]2([OH:17])[CH2:16][CH2:15][C:10]3(OCC[O:11]3)[CH2:9][CH2:8]2)=[N:4][CH:3]=1.C([O-])([O-])=O.[Na+].[Na+]. Product: [OH:17][C:7]1([C:5]2[S:6][C:2]([CH3:1])=[CH:3][N:4]=2)[CH2:16][CH2:15][C:10](=[O:11])[CH2:9][CH2:8]1. The catalyst class is: 1. (3) Reactant: C(Cl)(=O)C(Cl)=O.CS(C)=O.[I:11][CH:12]1[CH2:16][O:15][CH2:14][CH:13]1[O:17][CH2:18][CH2:19][CH2:20][OH:21].CCN(CC)CC.P([O-])([O-])([O-])=O. Product: [I:11][CH:12]1[CH2:16][O:15][CH2:14][CH:13]1[O:17][CH2:18][CH2:19][CH:20]=[O:21]. The catalyst class is: 2. (4) Reactant: Cl.[CH3:2][O:3][C:4]1[CH:8]=[C:7]([C:9]2[CH:18]=[CH:17][C:12]([O:13][CH2:14][CH2:15][NH2:16])=[CH:11][CH:10]=2)[N:6]([C:19]2[CH:24]=[CH:23][C:22]([O:25][CH3:26])=[CH:21][CH:20]=2)[N:5]=1.C(N(CC)CC)C.[F:34][C:35]([F:48])([F:47])[S:36](O[S:36]([C:35]([F:48])([F:47])[F:34])(=[O:38])=[O:37])(=[O:38])=[O:37]. Product: [F:34][C:35]([F:48])([F:47])[S:36]([NH:16][CH2:15][CH2:14][O:13][C:12]1[CH:11]=[CH:10][C:9]([C:7]2[N:6]([C:19]3[CH:24]=[CH:23][C:22]([O:25][CH3:26])=[CH:21][CH:20]=3)[N:5]=[C:4]([O:3][CH3:2])[CH:8]=2)=[CH:18][CH:17]=1)(=[O:38])=[O:37]. The catalyst class is: 2. (5) Reactant: [N+](C1C=CC(COC([N:12]2[CH2:16][CH2:15][C@@H:14]([NH:17][C:18]([C:20]3[N:21]=[C:22]([N:25]4[CH2:28][CH:27]([S:29][C:30]5[C@H:31]([CH3:54])[C@@H:32]6[C@@H:49]([C@H:50]([OH:52])[CH3:51])[C:48](=[O:53])[N:33]6[C:34]=5[C:35]([O:37]CC5C=CC([N+]([O-])=O)=CC=5)=[O:36])[CH2:26]4)[O:23][CH:24]=3)=[O:19])[CH2:13]2)=O)=CC=1)([O-])=O. Product: [NH:12]1[CH2:16][CH2:15][C@@H:14]([NH:17][C:18]([C:20]2[N:21]=[C:22]([N:25]3[CH2:28][CH:27]([S:29][C:30]4[C@H:31]([CH3:54])[C@@H:32]5[C@@H:49]([C@H:50]([OH:52])[CH3:51])[C:48](=[O:53])[N:33]5[C:34]=4[C:35]([OH:37])=[O:36])[CH2:26]3)[O:23][CH:24]=2)=[O:19])[CH2:13]1. The catalyst class is: 7. (6) Reactant: CC1(C)CCCC(C)(C)N1.C([Li])CCC.[Br:16][C:17]1[CH:22]=[CH:21][C:20]([F:23])=[C:19]([F:24])[CH:18]=1.CN([CH:28]=[O:29])C.Cl. Product: [Br:16][C:17]1[CH:22]=[CH:21][C:20]([F:23])=[C:19]([F:24])[C:18]=1[CH:28]=[O:29]. The catalyst class is: 30. (7) Reactant: [Cl:1][C:2]1[CH:7]=[CH:6][CH:5]=[CH:4][C:3]=1[C@H:8]([NH:10]S(C(C)(C)C)=O)[CH3:9].Cl. Product: [Cl:1][C:2]1[CH:7]=[CH:6][CH:5]=[CH:4][C:3]=1[C@H:8]([NH2:10])[CH3:9]. The catalyst class is: 5. (8) Reactant: C(O)(C(F)(F)F)=O.C(OC([N:15]1[CH2:19][CH2:18][CH2:17][C:16]1([CH2:21][NH:22][CH2:23][C:24]1[CH:29]=[CH:28][CH:27]=[CH:26][C:25]=1[Cl:30])[CH3:20])=O)(C)(C)C. Product: [Cl:30][C:25]1[CH:26]=[CH:27][CH:28]=[CH:29][C:24]=1[CH2:23][NH:22][CH2:21][C:16]1([CH3:20])[CH2:17][CH2:18][CH2:19][NH:15]1. The catalyst class is: 2. (9) Reactant: [NH2:1][C:2]([C@@H:4]1[CH2:8][CH2:7][C@H:6]([C:9]2[CH:14]=[CH:13][C:12]([O:15][CH2:16][C:17]3[CH:22]=[CH:21][CH:20]=[CH:19][C:18]=3[F:23])=[CH:11][C:10]=2[F:24])[N:5]1C(OC(C)(C)C)=O)=[O:3].C([Cl:35])(=O)C. Product: [ClH:35].[F:24][C:10]1[CH:11]=[C:12]([O:15][CH2:16][C:17]2[CH:22]=[CH:21][CH:20]=[CH:19][C:18]=2[F:23])[CH:13]=[CH:14][C:9]=1[C@@H:6]1[NH:5][C@H:4]([C:2]([NH2:1])=[O:3])[CH2:8][CH2:7]1. The catalyst class is: 370. (10) Reactant: F[C:2](F)(F)[C:3]([OH:5])=O.Br[C:9]1[CH:14]=[CH:13][C:12]([N:15]([C:32](=[O:41])/[CH:33]=[CH:34]/[C:35]2[CH:40]=[CH:39][CH:38]=[CH:37][CH:36]=2)[CH2:16][C:17]([N:19]2[CH2:23][CH2:22][C@H:21]([NH:24]C(=O)OC(C)(C)C)[CH2:20]2)=[O:18])=[CH:11][CH:10]=1. Product: [NH2:24][C@H:21]1[CH2:22][CH2:23][N:19]([C:17](=[O:18])[CH2:16][N:15]([C:12]2[CH:13]=[CH:14][C:9]([O:5][C:3]3[CH:2]=[CH:11][CH:10]=[CH:9][CH:14]=3)=[CH:10][CH:11]=2)[C:32](=[O:41])/[CH:33]=[CH:34]/[C:35]2[CH:36]=[CH:37][CH:38]=[CH:39][CH:40]=2)[CH2:20]1. The catalyst class is: 4.